Dataset: Full USPTO retrosynthesis dataset with 1.9M reactions from patents (1976-2016). Task: Predict the reactants needed to synthesize the given product. (1) Given the product [C:23]1([P:22](=[O:10])([C:19]2[CH:18]=[CH:17][CH:16]=[CH:21][CH:20]=2)[C:29]2[CH:34]=[CH:33][CH:32]=[CH:31][CH:30]=2)[CH:28]=[CH:27][CH:26]=[CH:25][CH:24]=1, predict the reactants needed to synthesize it. The reactants are: ClC1C=C(CC[OH:10])C=CC=1.C(Br)(Br)(Br)Br.[CH:16]1[CH:21]=[CH:20][C:19]([P:22]([C:29]2[CH:34]=[CH:33][CH:32]=[CH:31][CH:30]=2)[C:23]2[CH:28]=[CH:27][CH:26]=[CH:25][CH:24]=2)=[CH:18][CH:17]=1. (2) Given the product [CH3:21][C:22]1[CH:23]=[CH:24][C:25]([C:28]2[CH:33]=[CH:32][CH:31]=[CH:30][C:29]=2[C:34]([N:17]2[CH2:16][CH:15]3[CH:19]([CH2:20][N:13]([C:9]4[N:8]=[C:7]([C:1]5[CH:2]=[CH:3][CH:4]=[CH:5][CH:6]=5)[CH:12]=[CH:11][N:10]=4)[CH2:14]3)[CH2:18]2)=[O:35])=[CH:26][CH:27]=1, predict the reactants needed to synthesize it. The reactants are: [C:1]1([C:7]2[CH:12]=[CH:11][N:10]=[C:9]([N:13]3[CH2:20][CH:19]4[CH:15]([CH2:16][NH:17][CH2:18]4)[CH2:14]3)[N:8]=2)[CH:6]=[CH:5][CH:4]=[CH:3][CH:2]=1.[CH3:21][C:22]1[CH:27]=[CH:26][C:25]([C:28]2[C:29]([C:34](O)=[O:35])=[CH:30][CH:31]=[CH:32][CH:33]=2)=[CH:24][CH:23]=1.